Dataset: Forward reaction prediction with 1.9M reactions from USPTO patents (1976-2016). Task: Predict the product of the given reaction. (1) Given the reactants [NH2:1][C:2]1[N:6]([C:7]2[CH:12]=[CH:11][C:10]([F:13])=[CH:9][CH:8]=2)[N:5]=[CH:4][C:3]=1[C:14]([C:16]1[CH:21]=[CH:20][CH:19]=[C:18]([OH:22])[CH:17]=1)=[O:15].[CH3:23][O:24][C:25](=[O:28])[CH2:26]Br.C([O-])([O-])=O.[K+].[K+], predict the reaction product. The product is: [CH3:23][O:24][C:25](=[O:28])[CH2:26][O:22][C:18]1[CH:19]=[CH:20][CH:21]=[C:16]([C:14]([C:3]2[CH:4]=[N:5][N:6]([C:7]3[CH:12]=[CH:11][C:10]([F:13])=[CH:9][CH:8]=3)[C:2]=2[NH2:1])=[O:15])[CH:17]=1. (2) Given the reactants [CH2:1]([N:8]1[CH2:13][CH2:12][NH:11][CH2:10][CH2:9]1)[C:2]1[CH:7]=[CH:6][CH:5]=[CH:4][CH:3]=1.C1(S([CH:23]=[C:24]2[CH2:27][O:26][CH2:25]2)(=O)=O)C=CC=CC=1.C(OCC)C.O.S([O-])([O-])(=O)=O.[Na+].[Na+], predict the reaction product. The product is: [CH2:1]([N:8]1[CH2:13][CH2:12][N:11]([C:24]2([CH3:23])[CH2:27][O:26][CH2:25]2)[CH2:10][CH2:9]1)[C:2]1[CH:3]=[CH:4][CH:5]=[CH:6][CH:7]=1. (3) Given the reactants Cl[C:2]1[N:7]=[C:6]([CH3:8])[C:5]([N+:9]([O-:11])=[O:10])=[CH:4][CH:3]=1.[F:12][CH:13]1[CH2:17][CH2:16][NH:15][CH2:14]1, predict the reaction product. The product is: [F:12][CH:13]1[CH2:17][CH2:16][N:15]([C:2]2[N:7]=[C:6]([CH3:8])[C:5]([N+:9]([O-:11])=[O:10])=[CH:4][CH:3]=2)[CH2:14]1. (4) Given the reactants Cl[C:2]1[N:7]=[CH:6][C:5]([C:8]2[O:12][N:11]=[C:10]([CH3:13])[C:9]=2[C:14]([OH:16])=[O:15])=[CH:4][CH:3]=1.[CH2:17]([O:19][C:20](=[O:37])[CH2:21][C:22]1[CH:27]=[CH:26][C:25](B2OC(C)(C)C(C)(C)O2)=[CH:24][CH:23]=1)[CH3:18], predict the reaction product. The product is: [CH2:17]([O:19][C:20]([CH2:21][C:22]1[CH:27]=[CH:26][C:25]([C:2]2[N:7]=[CH:6][C:5]([C:8]3[O:12][N:11]=[C:10]([CH3:13])[C:9]=3[C:14]([OH:16])=[O:15])=[CH:4][CH:3]=2)=[CH:24][CH:23]=1)=[O:37])[CH3:18]. (5) Given the reactants Cl.[N:2]12[CH2:9][CH2:8][CH:5]([CH2:6][CH2:7]1)[CH:4]([NH2:10])[CH2:3]2.CN1CCCN(C)P1.F[C:20]1[CH:21]=[CH:22][C:23]([N+:30]([O-:32])=[O:31])=[C:24]([CH:29]=1)[C:25]([NH:27][CH3:28])=[O:26], predict the reaction product. The product is: [CH3:28][NH:27][C:25](=[O:26])[C:24]1[CH:29]=[C:20]([NH:10][CH:4]2[CH:5]3[CH2:8][CH2:9][N:2]([CH2:7][CH2:6]3)[CH2:3]2)[CH:21]=[CH:22][C:23]=1[N+:30]([O-:32])=[O:31]. (6) Given the reactants [CH2:1]([C:4]1[CH:9]=[C:8]([O:10][CH2:11][C:12]2[CH:17]=[CH:16][CH:15]=[CH:14][CH:13]=2)[CH:7]=[CH:6][C:5]=1[OH:18])[CH:2]=[CH2:3].[CH2:19](Br)[CH:20]=[CH2:21].C(=O)([O-])[O-].[Cs+].[Cs+], predict the reaction product. The product is: [CH2:1]([C:4]1[CH:9]=[C:8]([O:10][CH2:11][C:12]2[CH:17]=[CH:16][CH:15]=[CH:14][CH:13]=2)[CH:7]=[CH:6][C:5]=1[O:18][CH2:21][CH:20]=[CH2:19])[CH:2]=[CH2:3]. (7) Given the reactants [Br:1][C:2]1[CH:3]=[C:4]([C:11]([NH:13][C:14]2[C:15](Cl)=[N:16][C:17]([Cl:21])=[CH:18][C:19]=2[CH3:20])=[O:12])[C:5]([NH:8][CH2:9][CH3:10])=[N:6][CH:7]=1.C[Si]([N-][Si](C)(C)C)(C)C.[Na+].C1COCC1.O, predict the reaction product. The product is: [Br:1][C:2]1[CH:7]=[N:6][C:5]2[N:8]([CH2:9][CH3:10])[C:15]3[N:16]=[C:17]([Cl:21])[CH:18]=[C:19]([CH3:20])[C:14]=3[NH:13][C:11](=[O:12])[C:4]=2[CH:3]=1. (8) Given the reactants Br[C:2]1[NH:3][C:4]2[C:9]([C:10]=1[CH:11]=[O:12])=[CH:8][C:7]([O:13][CH3:14])=[CH:6][CH:5]=2.[CH3:15][N:16]1[CH:20]=[C:19](B2OC(C)(C)C(C)(C)O2)[C:18]([CH3:30])=[N:17]1.C1(P(C2C=CC=CC=2)C2C=CC=CC=2)C=CC=CC=1.P([O-])([O-])([O-])=O.[K+].[K+].[K+], predict the reaction product. The product is: [CH3:15][N:16]1[CH:20]=[C:19]([C:2]2[NH:3][C:4]3[C:9]([C:10]=2[CH:11]=[O:12])=[CH:8][C:7]([O:13][CH3:14])=[CH:6][CH:5]=3)[C:18]([CH3:30])=[N:17]1.